Dataset: Full USPTO retrosynthesis dataset with 1.9M reactions from patents (1976-2016). Task: Predict the reactants needed to synthesize the given product. (1) Given the product [C:1]([O:5][C:6]([NH:8][C@H:9]1[CH2:14][CH2:13][CH2:12][CH2:11][C@H:10]1[NH:15][C:16]1[N:21]=[C:20]([CH2:41][CH2:40][C:39]2[CH:45]=[CH:46][C:36]([Cl:35])=[CH:37][CH:38]=2)[C:19]2[C:23](=[O:33])[N:24]([C:26]([O:28][C:29]([CH3:30])([CH3:31])[CH3:32])=[O:27])[CH2:25][C:18]=2[C:17]=1[F:34])=[O:7])([CH3:4])([CH3:2])[CH3:3], predict the reactants needed to synthesize it. The reactants are: [C:1]([O:5][C:6]([NH:8][C@H:9]1[CH2:14][CH2:13][CH2:12][CH2:11][C@H:10]1[NH:15][C:16]1[N:21]=[C:20](Cl)[C:19]2[C:23](=[O:33])[N:24]([C:26]([O:28][C:29]([CH3:32])([CH3:31])[CH3:30])=[O:27])[CH2:25][C:18]=2[C:17]=1[F:34])=[O:7])([CH3:4])([CH3:3])[CH3:2].[Cl:35][C:36]1[CH:46]=[CH:45][C:39](/[CH:40]=[CH:41]/B(O)O)=[CH:38][CH:37]=1.C(=O)([O-])[O-].[Na+].[Na+]. (2) Given the product [CH2:14]([NH:21][C:6](=[O:7])[C:5]1[CH:9]=[CH:10][C:2]([Cl:1])=[C:3]([N+:11]([O-:13])=[O:12])[CH:4]=1)[C:15]1[CH:20]=[CH:19][CH:18]=[CH:17][CH:16]=1, predict the reactants needed to synthesize it. The reactants are: [Cl:1][C:2]1[CH:10]=[CH:9][C:5]([C:6](Cl)=[O:7])=[CH:4][C:3]=1[N+:11]([O-:13])=[O:12].[CH2:14]([NH2:21])[C:15]1[CH:20]=[CH:19][CH:18]=[CH:17][CH:16]=1. (3) Given the product [CH3:1][N:2]([CH3:13])[CH2:3][CH2:4][O:5][C:6]1[CH:11]=[CH:10][C:9]([NH:12][C:29]([C:31]2[C:32]3[N:33]=[CH:34][CH:35]=[N:36][C:37]=3[C:38]([C:41]3[C:50]4[C:45](=[CH:46][CH:47]=[CH:48][CH:49]=4)[CH:44]=[N:43][CH:42]=3)=[CH:39][CH:40]=2)=[O:30])=[CH:8][CH:7]=1, predict the reactants needed to synthesize it. The reactants are: [CH3:1][N:2]([CH3:13])[CH2:3][CH2:4][O:5][C:6]1[CH:11]=[CH:10][C:9]([NH2:12])=[CH:8][CH:7]=1.C(N1CCN(C2C=C(N[C:29]([C:31]3[C:32]4[N:33]=[CH:34][CH:35]=[N:36][C:37]=4[C:38]([C:41]4[C:50]5[C:45](=[CH:46][CH:47]=[CH:48][CH:49]=5)[CH:44]=[N:43][CH:42]=4)=[CH:39][CH:40]=3)=[O:30])C=CC=2)CC1)C. (4) Given the product [C:1]([O:5][C:6]([N:8]1[C@@H:12]([C:13]2[CH:14]=[CH:15][CH:16]=[CH:17][CH:18]=2)[CH2:11][CH2:10][C@H:9]1[C:19](=[O:20])[NH:55][C:56]1[S:57][CH:58]=[C:59]([C:61]2[CH:62]=[CH:63][C:64]([C:65](=[O:66])[NH:67][CH:68]3[CH2:69][CH2:70]3)=[CH:71][CH:72]=2)[N:60]=1)=[O:7])([CH3:4])([CH3:3])[CH3:2], predict the reactants needed to synthesize it. The reactants are: [C:1]([O:5][C:6]([N:8]1[C@@H:12]([C:13]2[CH:18]=[CH:17][CH:16]=[CH:15][CH:14]=2)[CH2:11][CH2:10][C@H:9]1[C:19](O)=[O:20])=[O:7])([CH3:4])([CH3:3])[CH3:2].CCN(C(C)C)C(C)C.CN(C(ON1N=NC2C=CC=NC1=2)=[N+](C)C)C.F[P-](F)(F)(F)(F)F.[NH2:55][C:56]1[S:57][CH:58]=[C:59]([C:61]2[CH:72]=[CH:71][C:64]([C:65]([NH:67][CH:68]3[CH2:70][CH2:69]3)=[O:66])=[CH:63][CH:62]=2)[N:60]=1. (5) Given the product [C:1]([N:4]1[C:13]2[C:8](=[CH:9][C:10]([C:14]([NH2:31])=[O:15])=[CH:11][CH:12]=2)[CH:7]([NH:17][C:18]2[CH:23]=[CH:22][C:21]([C:24]3[N:25]=[C:26]([CH3:29])[S:27][CH:28]=3)=[CH:20][CH:19]=2)[CH2:6][CH:5]1[CH3:30])(=[O:3])[CH3:2], predict the reactants needed to synthesize it. The reactants are: [C:1]([N:4]1[C:13]2[C:8](=[CH:9][C:10]([C:14](O)=[O:15])=[CH:11][CH:12]=2)[C@H:7]([NH:17][C:18]2[CH:23]=[CH:22][C:21]([C:24]3[N:25]=[C:26]([CH3:29])[S:27][CH:28]=3)=[CH:20][CH:19]=2)[CH2:6][C@@H:5]1[CH3:30])(=[O:3])[CH3:2].[NH3:31]. (6) Given the product [Br:16][C:5]1[C:6]([O:8][CH2:9][CH3:10])=[CH:7][C:2]([Cl:1])=[N:3][CH:4]=1, predict the reactants needed to synthesize it. The reactants are: [Cl:1][C:2]1[CH:7]=[C:6]([O:8][CH2:9][CH3:10])[CH:5]=[CH:4][N:3]=1.OS(O)(=O)=O.[Br:16]N1C(=O)CCC1=O. (7) Given the product [Br:1][C:2]1[CH:7]=[CH:6][C:5]([O:8][CH2:20][C:21]([C:23]2[CH:28]=[CH:27][CH:26]=[CH:25][CH:24]=2)=[O:22])=[C:4]([N+:9]([O-:11])=[O:10])[C:3]=1[O:12][C:13]1[CH:18]=[CH:17][CH:16]=[CH:15][CH:14]=1, predict the reactants needed to synthesize it. The reactants are: [Br:1][C:2]1[CH:7]=[CH:6][C:5]([OH:8])=[C:4]([N+:9]([O-:11])=[O:10])[C:3]=1[O:12][C:13]1[CH:18]=[CH:17][CH:16]=[CH:15][CH:14]=1.O[CH2:20][C:21]([C:23]1[CH:28]=[CH:27][CH:26]=[CH:25][CH:24]=1)=[O:22]. (8) Given the product [F:1][CH:2]([F:19])[C:3]1[CH:15]=[CH:14][CH:13]=[C:12]([N+:16]([O-:18])=[O:17])[C:4]=1[C:5]([OH:7])=[O:6], predict the reactants needed to synthesize it. The reactants are: [F:1][CH:2]([F:19])[C:3]1[CH:15]=[CH:14][CH:13]=[C:12]([N+:16]([O-:18])=[O:17])[C:4]=1[C:5]([O:7]C(C)(C)C)=[O:6].C(O)(C(F)(F)F)=O.